This data is from Forward reaction prediction with 1.9M reactions from USPTO patents (1976-2016). The task is: Predict the product of the given reaction. (1) Given the reactants [CH2:1]([O:3][C:4]([C:6]1[C:14]2[C:9](=[CH:10][CH:11]=[C:12](OS(C(F)(F)F)(=O)=O)[CH:13]=2)[N:8]([C:23]2[CH:28]=[CH:27][C:26]([CH:29]([CH3:31])[CH3:30])=[CH:25][CH:24]=2)[C:7]=1[CH2:32][C:33]([O:35][CH2:36][CH3:37])=[O:34])=[O:5])[CH3:2].[F:38][C:39]([F:50])([F:49])[C:40]1[CH:45]=[CH:44][C:43](B(O)O)=[CH:42][CH:41]=1.C([O-])([O-])=O.[K+].[K+].O1CCOCC1, predict the reaction product. The product is: [CH2:1]([O:3][C:4]([C:6]1[C:14]2[C:9](=[CH:10][CH:11]=[C:12]([C:43]3[CH:44]=[CH:45][C:40]([C:39]([F:50])([F:49])[F:38])=[CH:41][CH:42]=3)[CH:13]=2)[N:8]([C:23]2[CH:24]=[CH:25][C:26]([CH:29]([CH3:31])[CH3:30])=[CH:27][CH:28]=2)[C:7]=1[CH2:32][C:33]([O:35][CH2:36][CH3:37])=[O:34])=[O:5])[CH3:2]. (2) Given the reactants [N:1]1[C:6]2[NH:7][CH:8]=[CH:9][C:5]=2[C:4]([N:10]2[CH2:14][CH2:13][C@@H:12]([N:15]([CH3:23])[C:16]3[CH:21]=[CH:20][C:19](I)=[CH:18][N:17]=3)[CH2:11]2)=[N:3][CH:2]=1.[N:24]1[CH:29]=[CH:28][C:27](B(O)O)=[CH:26][CH:25]=1.C(Cl)Cl.C([O-])([O-])=O.[K+].[K+], predict the reaction product. The product is: [N:1]1[C:6]2[NH:7][CH:8]=[CH:9][C:5]=2[C:4]([N:10]2[CH2:14][CH2:13][C@@H:12]([N:15]([CH3:23])[C:16]3[N:17]=[CH:18][C:19]([C:27]4[CH:28]=[CH:29][N:24]=[CH:25][CH:26]=4)=[CH:20][CH:21]=3)[CH2:11]2)=[N:3][CH:2]=1. (3) Given the reactants [CH3:1][C:2]1[N:10]=[CH:9][C:8]([C:11]2[CH:16]=[CH:15][CH:14]=[CH:13][CH:12]=2)=[CH:7][C:3]=1[C:4]([OH:6])=O.C(Cl)(=O)C(Cl)=O.N1C=CC=CC=1.[CH3:29][C:30]1[CH:35]=[CH:34][C:33]([SH:36])=[CH:32][CH:31]=1, predict the reaction product. The product is: [CH3:1][C:2]1[C:3]([C:4](=[O:6])[S:36][C:33]2[CH:34]=[CH:35][C:30]([CH3:29])=[CH:31][CH:32]=2)=[CH:7][C:8]([C:11]2[CH:16]=[CH:15][CH:14]=[CH:13][CH:12]=2)=[CH:9][N:10]=1. (4) Given the reactants [C:1]([OH:6])(=[O:5])[CH:2]([CH3:4])[OH:3].[C:7](O)(=O)[CH3:8], predict the reaction product. The product is: [C:1]([OH:6])(=[O:5])[C:2]([CH3:4])=[O:3].[CH2:1]([OH:5])[CH:2]([OH:3])[CH3:4].[CH3:4][C:2](=[O:3])[C:1](=[O:6])[CH2:7][CH3:8].[C:1]([OH:6])(=[O:5])[CH:2]([CH3:4])[OH:3]. (5) Given the reactants [CH2:1]([O:3][C:4]([C:6]1[C:11](=[O:12])[NH:10][C:9]2[CH:13]=[CH:14][S:15][C:8]=2[C:7]=1[N:16]1[CH2:21][CH2:20][N:19]([C:22]([C:24]2[S:25][CH:26]=[CH:27][CH:28]=2)=[O:23])[CH2:18][CH2:17]1)=[O:5])[CH3:2].[H-].[Na+].[F:31][C:32]1[CH:33]=[C:34]([CH:37]=[CH:38][CH:39]=1)[CH2:35]Br, predict the reaction product. The product is: [CH2:1]([O:3][C:4]([C:6]1[C:11](=[O:12])[N:10]([CH2:35][C:34]2[CH:37]=[CH:38][CH:39]=[C:32]([F:31])[CH:33]=2)[C:9]2[CH:13]=[CH:14][S:15][C:8]=2[C:7]=1[N:16]1[CH2:21][CH2:20][N:19]([C:22]([C:24]2[S:25][CH:26]=[CH:27][CH:28]=2)=[O:23])[CH2:18][CH2:17]1)=[O:5])[CH3:2].